This data is from Full USPTO retrosynthesis dataset with 1.9M reactions from patents (1976-2016). The task is: Predict the reactants needed to synthesize the given product. Given the product [Cl:1][C:2]1[N:7]=[C:6]([NH:8][C:18]([CH:15]2[CH2:17][CH2:16]2)=[O:19])[CH:5]=[N:4][C:3]=1[C:9]1[CH:14]=[CH:13][N:12]=[CH:11][CH:10]=1, predict the reactants needed to synthesize it. The reactants are: [Cl:1][C:2]1[N:7]=[C:6]([NH2:8])[CH:5]=[N:4][C:3]=1[C:9]1[CH:14]=[CH:13][N:12]=[CH:11][CH:10]=1.[CH:15]1([C:18](Cl)=[O:19])[CH2:17][CH2:16]1.